This data is from Reaction yield outcomes from USPTO patents with 853,638 reactions. The task is: Predict the reaction yield, written as a fraction of the theoretical maximum amount of product (1.0 means a 100% yield; for example, 0.34 means a 34% yield). (1) The reactants are [C:1]([CH2:3][C:4]1[CH:12]=[C:11]([O:13][CH2:14][CH2:15][O:16][CH3:17])[C:10]([O:18][CH2:19][CH2:20][O:21][CH3:22])=[CH:9][C:5]=1[C:6](O)=[O:7])#[N:2].[NH2:23][C:24]1[CH:28]=[C:27]([CH3:29])[NH:26][N:25]=1. The catalyst is C(O)(=O)C. The product is [CH3:17][O:16][CH2:15][CH2:14][O:13][C:11]1[CH:12]=[C:4]2[C:5](=[CH:9][C:10]=1[O:18][CH2:19][CH2:20][O:21][CH3:22])[C:6]([OH:7])=[N:2][C:1]([NH:23][C:24]1[CH:28]=[C:27]([CH3:29])[NH:26][N:25]=1)=[CH:3]2. The yield is 0.797. (2) The reactants are [CH2:1]([N:3]1[C:7]2=[N:8][C:9]([CH2:32][CH3:33])=[C:10]([CH2:19][NH:20][C:21]([C:23]3[N:28]=[C:27]([C:29]([OH:31])=O)[CH:26]=[CH:25][CH:24]=3)=[O:22])[C:11]([NH:12][CH:13]3[CH2:18][CH2:17][O:16][CH2:15][CH2:14]3)=[C:6]2[CH:5]=[N:4]1)[CH3:2].[CH3:34][N:35]1[CH2:40][CH2:39][CH:38]([CH2:41][C:42]2[CH:43]=[C:44]([C:48]3[CH:53]=[CH:52][CH:51]=[C:50]([CH2:54][NH2:55])[CH:49]=3)[CH:45]=[CH:46][CH:47]=2)[CH2:37][CH2:36]1.CN(C(ON1N=NC2C=CC=CC1=2)=[N+](C)C)C.F[P-](F)(F)(F)(F)F.CCN(CC)CC. The catalyst is CS(C)=O.C(Cl)Cl. The product is [CH2:1]([N:3]1[C:7]2=[N:8][C:9]([CH2:32][CH3:33])=[C:10]([CH2:19][NH:20][C:21]([C:23]3[CH:24]=[CH:25][CH:26]=[C:27]([C:29]([NH:55][CH2:54][C:50]4[CH:49]=[C:48]([C:44]5[CH:45]=[CH:46][CH:47]=[C:42]([CH2:41][CH:38]6[CH2:39][CH2:40][N:35]([CH3:34])[CH2:36][CH2:37]6)[CH:43]=5)[CH:53]=[CH:52][CH:51]=4)=[O:31])[N:28]=3)=[O:22])[C:11]([NH:12][CH:13]3[CH2:14][CH2:15][O:16][CH2:17][CH2:18]3)=[C:6]2[CH:5]=[N:4]1)[CH3:2]. The yield is 0.530. (3) The reactants are C([N:8]1[CH2:15][CH:14]([C:16]([O:18][CH2:19][CH3:20])=[O:17])[CH2:13][C:9]21[CH2:12][O:11][CH2:10]2)C1C=CC=CC=1.C(O)(C(F)(F)F)=O. The catalyst is CCO.[OH-].[OH-].[Pd+2]. The product is [CH2:10]1[C:9]2([CH2:13][CH:14]([C:16]([O:18][CH2:19][CH3:20])=[O:17])[CH2:15][NH:8]2)[CH2:12][O:11]1. The yield is 1.00. (4) The reactants are [O:1]1[CH:6]=[CH:5][CH2:4][CH2:3][CH2:2]1.C1(C)C=CC(S(O)(=O)=O)=CC=1.[OH:18][CH:19]1[CH2:23][CH2:22][N:21]([C:24]([O:26][CH2:27][C:28]2[CH:33]=[CH:32][CH:31]=[CH:30][CH:29]=2)=[O:25])[CH2:20]1. The catalyst is ClCCl. The product is [O:1]1[CH2:2][CH2:3][CH2:4][CH2:5][CH:6]1[O:18][CH:19]1[CH2:23][CH2:22][N:21]([C:24]([O:26][CH2:27][C:28]2[CH:33]=[CH:32][CH:31]=[CH:30][CH:29]=2)=[O:25])[CH2:20]1. The yield is 0.980. (5) The reactants are [ClH:1].CCOCC.[F:7][C:8]1[CH:13]=[CH:12][CH:11]=[C:10]([OH:14])[C:9]=1[C:15]1[N:24]=[C:23]([N:25]2[CH2:29][CH2:28][C@@H:27]([NH:30][C:31]([CH:33]3[CH2:35][CH2:34]3)=[O:32])[CH2:26]2)[C:22]2[C:17](=[CH:18][C:19]([CH3:36])=[CH:20][CH:21]=2)[N:16]=1. The catalyst is C(Cl)Cl. The product is [ClH:1].[F:7][C:8]1[CH:13]=[CH:12][CH:11]=[C:10]([OH:14])[C:9]=1[C:15]1[N:24]=[C:23]([N:25]2[CH2:29][CH2:28][C@@H:27]([NH:30][C:31]([CH:33]3[CH2:34][CH2:35]3)=[O:32])[CH2:26]2)[C:22]2[C:17](=[CH:18][C:19]([CH3:36])=[CH:20][CH:21]=2)[N:16]=1. The yield is 0.950. (6) The reactants are [N:1]1[CH:6]=[CH:5][CH:4]=[CH:3][C:2]=1[C:7]1[CH:11]=[C:10]([C:12]2[O:16][N:15]=[C:14]([C:17]3[CH:22]=[CH:21][C:20]([CH3:23])=[CH:19][CH:18]=3)[N:13]=2)[O:9][N:8]=1.[Br:24]N1C(=O)CCC1=O. The catalyst is C(#N)C. The product is [Br:24][C:11]1[C:7]([C:2]2[CH:3]=[CH:4][CH:5]=[CH:6][N:1]=2)=[N:8][O:9][C:10]=1[C:12]1[O:16][N:15]=[C:14]([C:17]2[CH:22]=[CH:21][C:20]([CH3:23])=[CH:19][CH:18]=2)[N:13]=1. The yield is 0.870. (7) The reactants are [CH3:1][O:2][C:3]([C@@H:5]1[CH2:18][C@H:17]([OH:19])[C:16](=[O:20])[C@H:15]2[C@@:6]1([CH3:28])[CH2:7][CH2:8][C@H:9]1[C@:14]2([CH3:21])[CH2:13][C@@H:12]([C:22]2[CH:26]=[CH:25][O:24][CH:23]=2)[O:11][C:10]1=[O:27])=[O:4].[Cl:29][C:30]([Cl:34])([Cl:33])[C:31]#[N:32]. The catalyst is ClC(Cl)C. The product is [CH3:1][O:2][C:3]([C@@H:5]1[CH2:18][C@H:17]([O:19][C:31](=[NH:32])[C:30]([Cl:34])([Cl:33])[Cl:29])[C:16](=[O:20])[C@H:15]2[C@@:6]1([CH3:28])[CH2:7][CH2:8][C@@H:9]1[C@:14]2([CH3:21])[CH2:13][C@@H:12]([C:22]2[CH:26]=[CH:25][O:24][CH:23]=2)[O:11][C:10]1=[O:27])=[O:4]. The yield is 0.370. (8) The reactants are Cl.[F:2][C:3]1[CH:8]=[CH:7][C:6]([C@H:9]2[C:14](=[O:15])[O:13][CH2:12][CH2:11][N:10]2[CH2:16][C:17]2[CH:22]=[CH:21][CH:20]=[CH:19][CH:18]=2)=[CH:5][CH:4]=1.[C:23](=[O:26])(O)[O-].[Na+].CCC(C)[BH-](C(C)CC)C(C)CC.[Li+].[F:42][C:43]([F:58])([F:57])[C:44]1[CH:45]=[C:46]([CH:50]=[C:51]([C:53]([F:56])([F:55])[F:54])[CH:52]=1)[C:47](Cl)=O. The catalyst is C(OCC)(=O)C. The product is [F:2][C:3]1[CH:4]=[CH:5][C:6]([C@H:9]2[C@@H:14]([O:15][C:23](=[O:26])[CH2:47][C:46]3[CH:50]=[C:51]([C:53]([F:55])([F:56])[F:54])[CH:52]=[C:44]([C:43]([F:42])([F:57])[F:58])[CH:45]=3)[O:13][CH2:12][CH2:11][N:10]2[CH2:16][C:17]2[CH:18]=[CH:19][CH:20]=[CH:21][CH:22]=2)=[CH:7][CH:8]=1. The yield is 0.650. (9) The catalyst is O1CCCC1.O.[Zn]. The reactants are ClC(Cl)(Cl)C[O:4][C:5]([C@@H:7]1[CH2:12][CH2:11][CH2:10][N:9]([C:13](=[O:24])[C@@H:14]([NH:16][C:17](=[O:23])[C@@H:18]([OH:22])[CH:19]([CH3:21])[CH3:20])[CH3:15])[NH:8]1)=[O:6].C([O-])(=O)C.[NH4+]. The yield is 0.990. The product is [OH:22][C@@H:18]([CH:19]([CH3:21])[CH3:20])[C:17]([NH:16][C@@H:14]([CH3:15])[C:13]([N:9]1[CH2:10][CH2:11][CH2:12][C@@H:7]([C:5]([OH:6])=[O:4])[NH:8]1)=[O:24])=[O:23].